From a dataset of Reaction yield outcomes from USPTO patents with 853,638 reactions. Predict the reaction yield, written as a fraction of the theoretical maximum amount of product (1.0 means a 100% yield; for example, 0.34 means a 34% yield). (1) The reactants are [Cl:1][C:2]1[CH:7]=[C:6](I)[C:5]([O:9][CH3:10])=[CH:4][C:3]=1[C:11]1[CH:16]=[CH:15][CH:14]=[C:13]([F:17])[CH:12]=1.[B:18](OC(C)C)([O:23]C(C)C)[O:19]C(C)C.C([Li])CCC.[OH-].[Na+]. The catalyst is C1COCC1. The product is [Cl:1][C:2]1[CH:7]=[C:6]([B:18]([OH:23])[OH:19])[C:5]([O:9][CH3:10])=[CH:4][C:3]=1[C:11]1[CH:16]=[CH:15][CH:14]=[C:13]([F:17])[CH:12]=1. The yield is 0.661. (2) The reactants are C([N:8]1[CH2:12][CH:11]([C:13]2[CH:18]=[CH:17][C:16]([O:19][CH3:20])=[C:15]([O:21][CH2:22][CH:23]3[CH2:25][CH2:24]3)[CH:14]=2)[C:10]([CH3:28])([CH:26]=[CH2:27])[CH2:9]1)C1C=CC=CC=1.Cl[C:30]([O:32][CH3:33])=[O:31]. The catalyst is C(#N)C. The product is [CH3:33][O:32][C:30]([N:8]1[CH2:12][CH:11]([C:13]2[CH:18]=[CH:17][C:16]([O:19][CH3:20])=[C:15]([O:21][CH2:22][CH:23]3[CH2:25][CH2:24]3)[CH:14]=2)[C:10]([CH3:28])([CH:26]=[CH2:27])[CH2:9]1)=[O:31]. The yield is 0.540. (3) The reactants are [F:1][C:2]1[CH:20]=[C:19]([N+:21]([O-])=O)[CH:18]=[CH:17][C:3]=1[O:4][C:5]1[CH:10]=[CH:9][N:8]=[C:7]2[CH:11]=[C:12]([S:14]([CH3:16])=[O:15])[S:13][C:6]=12. The catalyst is C(O)(=O)C.[Fe]. The product is [CH3:16][S:14]([C:12]1[S:13][C:6]2[C:7](=[N:8][CH:9]=[CH:10][C:5]=2[O:4][C:3]2[CH:17]=[CH:18][C:19]([NH2:21])=[CH:20][C:2]=2[F:1])[CH:11]=1)=[O:15]. The yield is 0.690. (4) The reactants are Br[C:2]1[CH:8]=[CH:7]C(N)=[CH:4][CH:3]=1.[Br:9][C:10]1[CH:16]=[CH:15][CH:14]=[CH:13][C:11]=1[NH2:12].C1(=O)CCCCC1. The catalyst is CCC(=O)CC. The product is [Br:9][C:10]1[CH:16]=[CH:15][CH:14]=[CH:13][C:11]=1[NH:12][CH:2]([CH2:8][CH3:7])[CH2:3][CH3:4]. The yield is 0.610. (5) The reactants are Br[C:2]1[CH:11]=[CH:10][C:5]2[O:6][CH2:7][CH2:8][O:9][C:4]=2[CH:3]=1.C([Li])CCC.[CH3:17][O:18][C:19]1[CH:20]=[C:21]([CH:24]=[C:25]([O:27][CH3:28])[CH:26]=1)[CH:22]=[O:23].CC(O)C. The catalyst is C1COCC1.O. The product is [O:6]1[C:5]2[CH:10]=[CH:11][C:2]([CH:22]([C:21]3[CH:24]=[C:25]([O:27][CH3:28])[CH:26]=[C:19]([O:18][CH3:17])[CH:20]=3)[OH:23])=[CH:3][C:4]=2[O:9][CH2:8][CH2:7]1. The yield is 0.910.